Dataset: Full USPTO retrosynthesis dataset with 1.9M reactions from patents (1976-2016). Task: Predict the reactants needed to synthesize the given product. (1) The reactants are: C(OC(=O)[NH:10][C:11]([C:14]1[CH:19]=[CH:18][CH:17]=[C:16]([O:20][CH3:21])[CH:15]=1)([CH3:13])[CH3:12])C1C=CC=CC=1.CCO. Given the product [CH3:21][O:20][C:16]1[CH:15]=[C:14]([C:11]([NH2:10])([CH3:12])[CH3:13])[CH:19]=[CH:18][CH:17]=1, predict the reactants needed to synthesize it. (2) Given the product [NH2:33][C:32]1[CH:31]=[CH:30][C:29]([C:36]([C:40]2[CH:45]=[C:44]([O:46][CH3:47])[CH:43]=[C:42]([O:48][CH3:49])[CH:41]=2)=[CH:37][C:38]#[N:39])=[CH:28][C:27]=1[O:26][CH3:25], predict the reactants needed to synthesize it. The reactants are: NC1C=C(C(C2C=CC(OC)=C(OCC)C=2)=CC#N)C=CC=1OC.[CH3:25][O:26][C:27]1[CH:28]=[C:29]([C:36]([C:40]2[CH:45]=[C:44]([O:46][CH3:47])[CH:43]=[C:42]([O:48][CH3:49])[CH:41]=2)=[CH:37][C:38]#[N:39])[CH:30]=[CH:31][C:32]=1[N+:33]([O-])=O.O.O.[Sn](Cl)(Cl)(Cl)Cl.